Dataset: NCI-60 drug combinations with 297,098 pairs across 59 cell lines. Task: Regression. Given two drug SMILES strings and cell line genomic features, predict the synergy score measuring deviation from expected non-interaction effect. (1) Drug 1: C1=CC(=CC=C1C#N)C(C2=CC=C(C=C2)C#N)N3C=NC=N3. Drug 2: C1=NNC2=C1C(=O)NC=N2. Cell line: CAKI-1. Synergy scores: CSS=1.96, Synergy_ZIP=-1.16, Synergy_Bliss=-2.34, Synergy_Loewe=-2.43, Synergy_HSA=-3.23. (2) Drug 1: CC1OCC2C(O1)C(C(C(O2)OC3C4COC(=O)C4C(C5=CC6=C(C=C35)OCO6)C7=CC(=C(C(=C7)OC)O)OC)O)O. Drug 2: CC1C(C(CC(O1)OC2CC(CC3=C2C(=C4C(=C3O)C(=O)C5=C(C4=O)C(=CC=C5)OC)O)(C(=O)C)O)N)O.Cl. Cell line: U251. Synergy scores: CSS=69.4, Synergy_ZIP=2.71, Synergy_Bliss=2.95, Synergy_Loewe=0.359, Synergy_HSA=6.62. (3) Drug 1: CC1=C(C=C(C=C1)C(=O)NC2=CC(=CC(=C2)C(F)(F)F)N3C=C(N=C3)C)NC4=NC=CC(=N4)C5=CN=CC=C5. Drug 2: CC(C)(C#N)C1=CC(=CC(=C1)CN2C=NC=N2)C(C)(C)C#N. Cell line: HT29. Synergy scores: CSS=-1.24, Synergy_ZIP=1.97, Synergy_Bliss=-5.21, Synergy_Loewe=-2.55, Synergy_HSA=-7.48. (4) Drug 1: CNC(=O)C1=CC=CC=C1SC2=CC3=C(C=C2)C(=NN3)C=CC4=CC=CC=N4. Drug 2: C1=CC(=CC=C1C#N)C(C2=CC=C(C=C2)C#N)N3C=NC=N3. Cell line: SK-MEL-28. Synergy scores: CSS=2.15, Synergy_ZIP=2.79, Synergy_Bliss=5.92, Synergy_Loewe=1.85, Synergy_HSA=2.35.